Dataset: Forward reaction prediction with 1.9M reactions from USPTO patents (1976-2016). Task: Predict the product of the given reaction. (1) Given the reactants N[C:2]1[CH:3]=[C:4]2[C:9](=[CH:10][CH:11]=1)[CH:8]=[N:7][CH:6]=[CH:5]2.N([O-])=O.[Na+].[S:16]([O-:19])([O-])=[O:17].S(=O)(O)[O-].[Na+].S(=O)(=O)(O)O.C(=O)(O)[O-].[Na+].[ClH:35], predict the reaction product. The product is: [CH:8]1[C:9]2[C:4](=[CH:3][C:2]([S:16]([Cl:35])(=[O:19])=[O:17])=[CH:11][CH:10]=2)[CH:5]=[CH:6][N:7]=1. (2) Given the reactants Cl.[C:2]1([C:8]2[C:19]([CH2:20][CH2:21][NH2:22])=[C:11]3[C:12]4[CH2:18][CH2:17][O:16][C:13]=4[CH:14]=[CH:15][N:10]3[N:9]=2)[CH:7]=[CH:6][CH:5]=[CH:4][CH:3]=1.C(N(CC)CC)C.[C:30](O[C:30](=[O:33])[CH2:31][CH3:32])(=[O:33])[CH2:31][CH3:32].C(=O)([O-])O.[Na+], predict the reaction product. The product is: [C:2]1([C:8]2[C:19]([CH2:20][CH2:21][NH:22][C:30](=[O:33])[CH2:31][CH3:32])=[C:11]3[C:12]4[CH2:18][CH2:17][O:16][C:13]=4[CH:14]=[CH:15][N:10]3[N:9]=2)[CH:3]=[CH:4][CH:5]=[CH:6][CH:7]=1. (3) Given the reactants [Cl:1][C:2]1[CH:9]=[C:8]([N+:10]([O-:12])=[O:11])[CH:7]=[CH:6][C:3]=1[CH2:4]Br.[CH:13]1([NH2:16])[CH2:15][CH2:14]1, predict the reaction product. The product is: [CH:13]1([NH:16][CH2:4][C:3]2[CH:6]=[CH:7][C:8]([N+:10]([O-:12])=[O:11])=[CH:9][C:2]=2[Cl:1])[CH2:15][CH2:14]1. (4) Given the reactants [C:1]([O:5][C:6]([N:8]1[CH2:13][CH2:12][C:11]([C:21]2[CH:26]=[CH:25][C:24](Br)=[CH:23][CH:22]=2)([C:14]2[CH:19]=[CH:18][C:17]([Cl:20])=[CH:16][CH:15]=2)[CH2:10][CH2:9]1)=[O:7])([CH3:4])([CH3:3])[CH3:2].C([Li])CCC.[C:33](=[O:35])=[O:34], predict the reaction product. The product is: [C:1]([O:5][C:6]([N:8]1[CH2:13][CH2:12][C:11]([C:21]2[CH:26]=[CH:25][C:24]([C:33]([OH:35])=[O:34])=[CH:23][CH:22]=2)([C:14]2[CH:19]=[CH:18][C:17]([Cl:20])=[CH:16][CH:15]=2)[CH2:10][CH2:9]1)=[O:7])([CH3:4])([CH3:3])[CH3:2]. (5) Given the reactants C[O:2][C:3](=[O:35])[CH:4]([CH3:34])[C:5]([NH:7][C:8]1[CH:13]=[C:12]([CH3:14])[C:11]([O:15][C:16]2[CH:21]=[CH:20][C:19]([OH:22])=[C:18]([S:23]([C:26]3[CH:31]=[CH:30][C:29]([F:32])=[CH:28][CH:27]=3)(=[O:25])=[O:24])[CH:17]=2)=[C:10]([CH3:33])[CH:9]=1)=[O:6].[OH-].[Na+], predict the reaction product. The product is: [F:32][C:29]1[CH:30]=[CH:31][C:26]([S:23]([C:18]2[CH:17]=[C:16]([CH:21]=[CH:20][C:19]=2[OH:22])[O:15][C:11]2[C:12]([CH3:14])=[CH:13][C:8]([NH:7][C:5](=[O:6])[CH:4]([CH3:34])[C:3]([OH:35])=[O:2])=[CH:9][C:10]=2[CH3:33])(=[O:25])=[O:24])=[CH:27][CH:28]=1. (6) Given the reactants [CH3:1][C:2]1[N:3]=[CH:4][N:5]([C:7]2[C:8]([N+:14]([O-])=O)=[C:9]([NH2:13])[CH:10]=[CH:11][CH:12]=2)[CH:6]=1, predict the reaction product. The product is: [CH3:1][C:2]1[N:3]=[CH:4][N:5]([C:7]2[CH:12]=[CH:11][CH:10]=[C:9]([NH2:13])[C:8]=2[NH2:14])[CH:6]=1. (7) Given the reactants [C:1]1(=[O:8])[CH:6]=[CH:5][C:4](=[O:7])[CH:3]=[CH:2]1.[F:9][C:10]1[CH:15]=[CH:14][C:13]([CH:16]=[CH2:17])=[CH:12][CH:11]=1, predict the reaction product. The product is: [F:9][C:10]1[CH:15]=[CH:14][C:13]2[C:12]([CH:11]=1)=[C:6]1[C:5](=[CH:17][CH:16]=2)[C:4](=[O:7])[C:3]2[C:2](=[CH:17][CH:16]=[C:13]3[CH:14]=[CH:15][C:10]([F:9])=[CH:11][C:12]3=2)[C:1]1=[O:8]. (8) The product is: [CH3:1][O:2][C:3]([C:5]1[CH:6]=[CH:7][CH:8]=[C:9]2[C:14]=1[NH:13][CH:12]([C:15]1[CH:20]=[CH:19][CH:18]=[C:17]([N:83]3[CH2:84][CH2:85][N:80]([C:75]4[CH:76]=[CH:77][CH:78]=[CH:79][C:74]=4[CH3:86])[CH2:81][CH2:82]3)[CH:16]=1)[C:11]([CH3:23])([CH3:22])[CH2:10]2)=[O:4]. Given the reactants [CH3:1][O:2][C:3]([C:5]1[CH:6]=[C:7](Cl)[CH:8]=[C:9]2[C:14]=1[NH:13][CH:12]([C:15]1[CH:20]=[CH:19][CH:18]=[C:17](Br)[CH:16]=1)[C:11]([CH3:23])([CH3:22])[CH2:10]2)=[O:4].C(=O)([O-])[O-].[Cs+].[Cs+].CC1(C)C2C(=C(P(C3C=CC=CC=3)C3C=CC=CC=3)C=CC=2)OC2C(P(C3C=CC=CC=3)C3C=CC=CC=3)=CC=CC1=2.Cl.[C:74]1([CH3:86])[CH:79]=[CH:78][CH:77]=[CH:76][C:75]=1[N:80]1[CH2:85][CH2:84][NH:83][CH2:82][CH2:81]1, predict the reaction product. (9) Given the reactants O[C:2]1([C:28]([F:31])([F:30])[F:29])[N:6]([C:7]2[N:8]=[CH:9][C:10]([NH:13][C:14]([CH:16]3[CH2:21][CH2:20][CH2:19][CH2:18][CH2:17]3)=[O:15])=[N:11][CH:12]=2)[N:5]=[C:4]([C:22]2[CH:23]=[N:24][CH:25]=[CH:26][CH:27]=2)[CH2:3]1, predict the reaction product. The product is: [N:24]1[CH:25]=[CH:26][CH:27]=[C:22]([C:4]2[CH:3]=[C:2]([C:28]([F:29])([F:30])[F:31])[N:6]([C:7]3[N:8]=[CH:9][C:10]([NH:13][C:14]([CH:16]4[CH2:21][CH2:20][CH2:19][CH2:18][CH2:17]4)=[O:15])=[N:11][CH:12]=3)[N:5]=2)[CH:23]=1. (10) Given the reactants [CH3:1][CH:2]1[CH2:7][CH:6]([C:8]2[CH:15]=[CH:14][C:11]([C:12]#[N:13])=[CH:10][CH:9]=2)[CH2:5][CH2:4][NH:3]1.CCN=C=NCCCN(C)C.Cl.[CH:28]1([C:32]2[C:40]([C:41]3[NH:45][C:44]([CH2:46][CH3:47])=[N:43][N:42]=3)=[CH:39][C:35]([C:36](O)=[O:37])=[C:34]([CH3:48])[CH:33]=2)[CH2:31][CH2:30][CH2:29]1, predict the reaction product. The product is: [CH:28]1([C:32]2[C:40]([C:41]3[NH:45][C:44]([CH2:46][CH3:47])=[N:43][N:42]=3)=[CH:39][C:35]([C:36]([N:3]3[CH2:4][CH2:5][CH:6]([C:8]4[CH:9]=[CH:10][C:11]([C:12]#[N:13])=[CH:14][CH:15]=4)[CH2:7][CH:2]3[CH3:1])=[O:37])=[C:34]([CH3:48])[CH:33]=2)[CH2:29][CH2:30][CH2:31]1.